Task: Predict the product of the given reaction.. Dataset: Forward reaction prediction with 1.9M reactions from USPTO patents (1976-2016) (1) Given the reactants [CH2:1]([O:3][C:4]([C@@H:6]1[CH2:10][CH:9]([O:11][Si:12]([C:15]([CH3:18])([CH3:17])[CH3:16])([CH3:14])[CH3:13])[CH2:8][C@H:7]1[CH2:19][OH:20])=[O:5])[CH3:2].[F:21][C:22]1[CH:27]=[CH:26][C:25](O)=[CH:24][CH:23]=1, predict the reaction product. The product is: [CH2:1]([O:3][C:4]([C@@H:6]1[CH2:10][CH:9]([O:11][Si:12]([C:15]([CH3:16])([CH3:18])[CH3:17])([CH3:13])[CH3:14])[CH2:8][C@H:7]1[CH2:19][O:20][C:25]1[CH:26]=[CH:27][C:22]([F:21])=[CH:23][CH:24]=1)=[O:5])[CH3:2]. (2) The product is: [CH3:29][O:28][C:18]1[CH:17]=[C:16]([NH:15][C:12]2[S:13][CH:14]=[C:10]([C@@H:5]([NH:4][S:37]([CH2:36][C:30]3[CH:35]=[CH:34][CH:33]=[CH:32][CH:31]=3)(=[O:39])=[O:38])[CH2:6][CH:7]([CH3:8])[CH3:9])[N:11]=2)[CH:21]=[CH:20][C:19]=1[N:22]1[CH:26]=[C:25]([CH3:27])[N:24]=[CH:23]1. Given the reactants Cl.Cl.Cl.[NH2:4][C@H:5]([C:10]1[N:11]=[C:12]([NH:15][C:16]2[CH:21]=[CH:20][C:19]([N:22]3[CH:26]=[C:25]([CH3:27])[N:24]=[CH:23]3)=[C:18]([O:28][CH3:29])[CH:17]=2)[S:13][CH:14]=1)[CH2:6][CH:7]([CH3:9])[CH3:8].[C:30]1([CH2:36][S:37](Cl)(=[O:39])=[O:38])[CH:35]=[CH:34][CH:33]=[CH:32][CH:31]=1, predict the reaction product. (3) Given the reactants [C:1]1([C:7]2[C:11]3[CH2:12][NH:13][CH2:14][CH2:15][C:10]=3[NH:9][N:8]=2)[CH:6]=[CH:5][CH:4]=[CH:3][CH:2]=1.[CH3:16][C:17]([O:22][C:23]1[CH:28]=[CH:27][CH:26]=[CH:25][CH:24]=1)([CH3:21])[C:18](O)=[O:19].CN(C(ON1N=NC2C=CC=NC1=2)=[N+](C)C)C.F[P-](F)(F)(F)(F)F.CCN(C(C)C)C(C)C, predict the reaction product. The product is: [CH3:21][C:17]([O:22][C:23]1[CH:28]=[CH:27][CH:26]=[CH:25][CH:24]=1)([CH3:16])[C:18]([N:13]1[CH2:14][CH2:15][C:10]2[NH:9][N:8]=[C:7]([C:1]3[CH:2]=[CH:3][CH:4]=[CH:5][CH:6]=3)[C:11]=2[CH2:12]1)=[O:19]. (4) Given the reactants [C:1]1([C:7]2[S:11][CH:10]=[N:9][C:8]=2[CH2:12][N:13]2C(=O)C3C(=CC=CC=3)C2=O)[CH:6]=[CH:5][CH:4]=[CH:3][CH:2]=1.NN, predict the reaction product. The product is: [C:1]1([C:7]2[S:11][CH:10]=[N:9][C:8]=2[CH2:12][NH2:13])[CH:2]=[CH:3][CH:4]=[CH:5][CH:6]=1.